From a dataset of NCI-60 drug combinations with 297,098 pairs across 59 cell lines. Regression. Given two drug SMILES strings and cell line genomic features, predict the synergy score measuring deviation from expected non-interaction effect. Drug 1: COC1=C(C=C2C(=C1)N=CN=C2NC3=CC(=C(C=C3)F)Cl)OCCCN4CCOCC4. Drug 2: C1C(C(OC1N2C=NC3=C(N=C(N=C32)Cl)N)CO)O. Cell line: NCI-H226. Synergy scores: CSS=23.4, Synergy_ZIP=-3.08, Synergy_Bliss=3.47, Synergy_Loewe=3.19, Synergy_HSA=2.84.